Dataset: Full USPTO retrosynthesis dataset with 1.9M reactions from patents (1976-2016). Task: Predict the reactants needed to synthesize the given product. (1) Given the product [CH2:24]([N:31]([CH2:32][CH2:33][OH:34])[C:17]([CH:15]1[C:12]2[CH:13]=[CH:14][C:9]([O:8][CH2:1][C:2]3[CH:3]=[CH:4][CH:5]=[CH:6][CH:7]=3)=[CH:10][C:11]=2[CH2:16]1)=[O:19])[C:25]1[CH:30]=[CH:29][CH:28]=[CH:27][CH:26]=1, predict the reactants needed to synthesize it. The reactants are: [CH2:1]([O:8][C:9]1[CH:14]=[CH:13][C:12]2[CH:15]([C:17]([OH:19])=O)[CH2:16][C:11]=2[CH:10]=1)[C:2]1[CH:7]=[CH:6][CH:5]=[CH:4][CH:3]=1.S(Cl)(Cl)=O.[CH2:24]([NH:31][CH2:32][CH2:33][OH:34])[C:25]1[CH:30]=[CH:29][CH:28]=[CH:27][CH:26]=1.C(N(CC)CC)C. (2) Given the product [Br:1][C:2]1[CH:3]=[C:4]2[C:9](=[C:10]([Br:12])[CH:11]=1)[O:8][CH2:7][CH2:6][C@@H:5]2[OH:13], predict the reactants needed to synthesize it. The reactants are: [Br:1][C:2]1[CH:3]=[C:4]2[C:9](=[C:10]([Br:12])[CH:11]=1)[O:8][CH2:7][CH2:6][C:5]2=[O:13].C(O)=O.C(N(CC)CC)C.CC1C=CC(S(N[C@H]([C@@H](N)C2C=CC=CC=2)C2C=CC=CC=2)(=O)=O)=CC=1. (3) Given the product [C:1]1([CH2:7][C:8]([C:9]2[CH:18]=[C:17]3[C:12]([C:13](=[O:24])[N:14]4[CH2:23][CH2:22][CH2:21][CH2:20][CH2:19][C:15]4=[N:16]3)=[CH:11][CH:10]=2)=[O:25])[CH:6]=[CH:5][CH:4]=[CH:3][CH:2]=1, predict the reactants needed to synthesize it. The reactants are: [C:1]1([C:7]#[C:8][C:9]2[CH:18]=[C:17]3[C:12]([C:13](=[O:24])[N:14]4[CH2:23][CH2:22][CH2:21][CH2:20][CH2:19][C:15]4=[N:16]3)=[CH:11][CH:10]=2)[CH:6]=[CH:5][CH:4]=[CH:3][CH:2]=1.[OH:25]S(O)(=O)=O. (4) Given the product [N:4]1([CH:3]2[C:9]3[C:10](=[CH:13][CH:14]=[CH:15][CH:16]=3)[C:11](=[O:20])[O:1][C:2]2([CH3:18])[CH3:17])[CH:8]=[CH:7][N:6]=[CH:5]1, predict the reactants needed to synthesize it. The reactants are: [OH:1][C:2]([CH3:18])([CH3:17])[CH:3]([C:9]1[CH:16]=[CH:15][CH:14]=[CH:13][C:10]=1[C:11]#N)[N:4]1[CH:8]=[CH:7][N:6]=[CH:5]1.S(=O)(=O)(O)[OH:20].C(=O)(O)[O-].[Na+].